Dataset: Forward reaction prediction with 1.9M reactions from USPTO patents (1976-2016). Task: Predict the product of the given reaction. (1) Given the reactants [H-].[Na+].[C:3]([O:9][CH3:10])(=[O:8])[CH2:4][C:5]([CH3:7])=[O:6].[CH2:11]([O:13][C:14]1[O:15][C:16](=[O:28])[C:17]2[CH:27]=[C:26]3[C:21]([CH:22]=[CH:23][CH:24]=[CH:25]3)=[CH:20][C:18]=2[N:19]=1)[CH3:12], predict the reaction product. The product is: [C:5](/[C:4](=[C:16](\[C:17]1[C:18]([NH:19][C:14]([O:13][CH2:11][CH3:12])=[O:15])=[CH:20][C:21]2[C:26](=[CH:25][CH:24]=[CH:23][CH:22]=2)[CH:27]=1)/[OH:28])/[C:3]([O:9][CH3:10])=[O:8])(=[O:6])[CH3:7]. (2) Given the reactants [NH2:1][C:2]1[C:7]([Cl:8])=[C:6]([Cl:9])[N:5]=[C:4]([C:10]([OH:12])=O)[CH:3]=1.F[P-](F)(F)(F)(F)F.N1(O[P+](N(C)C)(N(C)C)N(C)C)C2C=CC=CC=2N=N1.Cl.Cl.Cl.[N:43]1[CH:48]=[CH:47][CH:46]=[CH:45][C:44]=1[C:49]1[S:50][C:51]([CH2:54][N:55]2[CH2:60][CH2:59][CH:58]([CH2:61][NH2:62])[CH2:57][CH2:56]2)=[CH:52][N:53]=1.C(=O)(O)[O-].[Na+], predict the reaction product. The product is: [NH2:1][C:2]1[C:7]([Cl:8])=[C:6]([Cl:9])[N:5]=[C:4]([C:10]([NH:62][CH2:61][CH:58]2[CH2:59][CH2:60][N:55]([CH2:54][C:51]3[S:50][C:49]([C:44]4[CH:45]=[CH:46][CH:47]=[CH:48][N:43]=4)=[N:53][CH:52]=3)[CH2:56][CH2:57]2)=[O:12])[CH:3]=1. (3) Given the reactants [F:1][C:2]1[CH:3]=[C:4]([NH:9][C:10]2[CH:15]=[CH:14][N:13]=[C:12]([NH:16][C:17]3[CH:22]=[CH:21][C:20]([S:23]([N:26]([CH3:33])[CH:27]4[CH2:32][CH2:31][NH:30][CH2:29][CH2:28]4)(=[O:25])=[O:24])=[CH:19][CH:18]=3)[N:11]=2)[CH:5]=[CH:6][C:7]=1[F:8].[F:34][C:35]([F:41])([F:40])[CH2:36][CH2:37][CH:38]=O, predict the reaction product. The product is: [F:1][C:2]1[CH:3]=[C:4]([NH:9][C:10]2[CH:15]=[CH:14][N:13]=[C:12]([NH:16][C:17]3[CH:18]=[CH:19][C:20]([S:23]([N:26]([CH3:33])[CH:27]4[CH2:32][CH2:31][N:30]([CH2:38][CH2:37][CH2:36][C:35]([F:41])([F:40])[F:34])[CH2:29][CH2:28]4)(=[O:24])=[O:25])=[CH:21][CH:22]=3)[N:11]=2)[CH:5]=[CH:6][C:7]=1[F:8]. (4) Given the reactants [NH2:1][C:2]1[CH:10]=[CH:9][C:5]([C:6]([OH:8])=O)=[CH:4][CH:3]=1.[C:11]1(O)[CH:16]=CC=CC=1.C1CC[CH:21]([N:24]=C=NC2CCCCC2)[CH2:20]C1, predict the reaction product. The product is: [NH2:1][C:2]1[CH:3]=[CH:4][C:5]([C:6]([N:24]([CH2:16][CH3:11])[CH2:21][CH3:20])=[O:8])=[CH:9][CH:10]=1. (5) The product is: [CH3:16][C:2]1([CH3:17])[C:3](=[O:25])[CH:4]=[C:5]([C:7]2[CH:12]=[CH:11][C:10]([N+:13]([O-:15])=[O:14])=[CH:9][CH:8]=2)[O:6]1. Given the reactants O[C:2]([CH3:17])([CH3:16])[C:3]#[C:4][C:5]([C:7]1[CH:12]=[CH:11][C:10]([N+:13]([O-:15])=[O:14])=[CH:9][CH:8]=1)=[O:6].C(NCC)C.C([OH:25])C, predict the reaction product. (6) The product is: [Cl:1][C:2]1[CH:3]=[CH:4][C:5]([C:8]([C:9](=[O:14])[C:10]([CH3:11])([CH3:13])[CH3:12])=[CH:20][N:21]([CH3:23])[CH3:22])=[CH:6][CH:7]=1. Given the reactants [Cl:1][C:2]1[CH:7]=[CH:6][C:5]([CH2:8][C:9](=[O:14])[C:10]([CH3:13])([CH3:12])[CH3:11])=[CH:4][CH:3]=1.C(O[CH:20](N(C)C)[N:21]([CH3:23])[CH3:22])(C)(C)C, predict the reaction product. (7) Given the reactants [H-].[Na+].[C:3]([NH:10][C:11]([O:13][C:14]([CH3:17])([CH3:16])[CH3:15])=[O:12])([O:5][C:6]([CH3:9])([CH3:8])[CH3:7])=[O:4].Cl.Cl[CH:20]([C:41]1[CH:46]=[CH:45][CH:44]=[CH:43][CH:42]=1)[C:21]1[CH:26]=[CH:25][C:24]([NH:27][C:28]([C@H:30]2[O:34][N:33]=[C:32]([C:35]3[CH:36]=[N:37][CH:38]=[CH:39][CH:40]=3)[CH2:31]2)=[O:29])=[CH:23][CH:22]=1, predict the reaction product. The product is: [N:37]1[CH:38]=[CH:39][CH:40]=[C:35]([C:32]2[CH2:31][C@@H:30]([C:28]([NH:27][C:24]3[CH:25]=[CH:26][C:21]([CH:20]([N:10]([C:3]([O:5][C:6]([CH3:8])([CH3:9])[CH3:7])=[O:4])[C:11](=[O:12])[O:13][C:14]([CH3:17])([CH3:16])[CH3:15])[C:41]4[CH:46]=[CH:45][CH:44]=[CH:43][CH:42]=4)=[CH:22][CH:23]=3)=[O:29])[O:34][N:33]=2)[CH:36]=1. (8) Given the reactants Br[C:2]1[CH:3]=[C:4]([C:7]([NH:9][C:10]2[CH:15]=[C:14]([C:16](=[O:21])[NH:17][CH:18]3[CH2:20][CH2:19]3)[CH:13]=[CH:12][C:11]=2[CH3:22])=[O:8])[S:5][CH:6]=1.[N:23]1[CH:28]=[CH:27][CH:26]=[C:25](OB(C2C=CC=CC=2)O)[CH:24]=1, predict the reaction product. The product is: [CH:18]1([NH:17][C:16]([C:14]2[CH:13]=[CH:12][C:11]([CH3:22])=[C:10]([NH:9][C:7]([C:4]3[S:5][CH:6]=[C:2]([C:25]4[CH:24]=[N:23][CH:28]=[CH:27][CH:26]=4)[CH:3]=3)=[O:8])[CH:15]=2)=[O:21])[CH2:20][CH2:19]1. (9) Given the reactants FC(F)(F)S(O[C:7]1[CH:12]=[CH:11][C:10]([F:13])=[CH:9][C:8]=1[C:14]1[CH:19]=[CH:18][C:17]([O:20][CH2:21]C2C=CC3C(=CC=CC=3)N=2)=[CH:16][CH:15]=1)(=O)=O.[N:34]1[CH:39]=[CH:38][C:37](B(O)O)=[CH:36][CH:35]=1.C([O-])([O-])=O.[Na+].[Na+], predict the reaction product. The product is: [F:13][C:10]1[CH:11]=[CH:12][C:7]([C:37]2[CH:38]=[CH:39][N:34]=[CH:35][CH:36]=2)=[C:8]([C:14]2[CH:19]=[CH:18][C:17]([O:20][CH2:21][C:35]3[CH:36]=[CH:37][C:38]4[C:39](=[CH:12][CH:7]=[CH:8][CH:9]=4)[N:34]=3)=[CH:16][CH:15]=2)[CH:9]=1. (10) Given the reactants [F:1][C:2]([F:13])([F:12])[CH2:3][CH2:4][C:5]1[CH:11]=[CH:10][C:8]([NH2:9])=[CH:7][CH:6]=1.[ClH:14].O1CCOCC1, predict the reaction product. The product is: [ClH:14].[F:1][C:2]([F:12])([F:13])[CH2:3][CH2:4][C:5]1[CH:11]=[CH:10][C:8]([NH2:9])=[CH:7][CH:6]=1.